This data is from Forward reaction prediction with 1.9M reactions from USPTO patents (1976-2016). The task is: Predict the product of the given reaction. (1) Given the reactants [Br:1][C:2]1[CH:3]=[C:4]2[C:9](=[C:10]([CH3:12])[CH:11]=1)[N:8]=[C:7](Cl)[C:6]([F:14])=[CH:5]2.I.[P], predict the reaction product. The product is: [Br:1][C:2]1[CH:3]=[C:4]2[C:9](=[C:10]([CH3:12])[CH:11]=1)[N:8]=[CH:7][C:6]([F:14])=[CH:5]2. (2) Given the reactants [CH2:1]([O:4][CH2:5][CH:5](CO)[O:4][CH2:1][CH:2]=[CH2:3])[CH:2]=[CH2:3].[C:13]([O:18][C:19](=O)[C:20](C)=C)(=[O:17])[C:14]([CH3:16])=[CH2:15].C(N(CC)CC)C.[O:31]1C[CH2:34][CH2:33][CH2:32]1, predict the reaction product. The product is: [CH2:1]([O:4][CH2:5][CH:19]([O:18][C:13](=[O:17])[C:14]([CH3:16])=[CH2:15])[CH2:20][O:31][CH2:32][CH:33]=[CH2:34])[CH:2]=[CH2:3].